This data is from Forward reaction prediction with 1.9M reactions from USPTO patents (1976-2016). The task is: Predict the product of the given reaction. Given the reactants [N+:1]([C:4]1[CH:5]=[C:6]([NH:15][C:16](=[O:18])[CH3:17])[CH:7]=[C:8]([N:10]2[CH:14]=[CH:13][CH:12]=[CH:11]2)[CH:9]=1)([O-])=O.[Cl-].[Ca+2].[Cl-], predict the reaction product. The product is: [NH2:1][C:4]1[CH:5]=[C:6]([NH:15][C:16](=[O:18])[CH3:17])[CH:7]=[C:8]([N:10]2[CH:11]=[CH:12][CH:13]=[CH:14]2)[CH:9]=1.